Predict the reaction yield, written as a fraction of the theoretical maximum amount of product (1.0 means a 100% yield; for example, 0.34 means a 34% yield). From a dataset of Reaction yield outcomes from USPTO patents with 853,638 reactions. (1) The reactants are [Cl:1][C:2]1[CH:7]=[CH:6][C:5]([CH2:8][C:9]([OH:11])=[O:10])=[CH:4][CH:3]=1.[CH3:12]O. The catalyst is OS(O)(=O)=O. The product is [Cl:1][C:2]1[CH:3]=[CH:4][C:5]([CH2:8][C:9]([O:11][CH3:12])=[O:10])=[CH:6][CH:7]=1. The yield is 0.920. (2) The reactants are CNCCNC.[F:7][C:8]([F:23])([F:22])[C:9]1[CH:14]=[CH:13][C:12]([C:15]2[CH:20]=[N:19][NH:18][C:17](=[O:21])[CH:16]=2)=[CH:11][CH:10]=1.Br[C:25]1[CH:36]=[CH:35][C:28]([O:29][CH2:30][C:31]([CH3:34])([OH:33])[CH3:32])=[C:27]([O:37][CH3:38])[CH:26]=1.[O-]P([O-])([O-])=O.[K+].[K+].[K+]. The catalyst is CN(C=O)C.C(Cl)Cl.[Cu]I. The product is [OH:33][C:31]([CH3:34])([CH3:32])[CH2:30][O:29][C:28]1[CH:35]=[CH:36][C:25]([N:18]2[C:17](=[O:21])[CH:16]=[C:15]([C:12]3[CH:13]=[CH:14][C:9]([C:8]([F:7])([F:22])[F:23])=[CH:10][CH:11]=3)[CH:20]=[N:19]2)=[CH:26][C:27]=1[O:37][CH3:38]. The yield is 0.410.